From a dataset of Full USPTO retrosynthesis dataset with 1.9M reactions from patents (1976-2016). Predict the reactants needed to synthesize the given product. (1) Given the product [NH2:9][C:4]1[CH:5]=[C:6]([Cl:8])[CH:7]=[C:2]([Cl:1])[C:3]=1[OH:12], predict the reactants needed to synthesize it. The reactants are: [Cl:1][C:2]1[CH:7]=[C:6]([Cl:8])[CH:5]=[C:4]([N+:9]([O-])=O)[C:3]=1[OH:12].NC1C=CC=C(Cl)C=1O. (2) Given the product [C:28]([O:27][C:25]([NH:24][CH2:23][CH:20]1[CH2:21][CH2:22][N:18]([C:11]2[C:12]([F:17])=[CH:13][N:14]3[C:9]([C:10]=2[CH3:32])=[C:8]([CH:33]2[CH2:35][CH2:34]2)[CH:7]=[C:6]([C:4]([OH:5])=[O:3])[C:15]3=[O:16])[CH2:19]1)=[O:26])([CH3:29])([CH3:30])[CH3:31], predict the reactants needed to synthesize it. The reactants are: C([O:3][C:4]([C:6]1[C:15](=[O:16])[N:14]2[C:9]([C:10]([CH3:32])=[C:11]([N:18]3[CH2:22][CH2:21][CH:20]([CH2:23][NH:24][C:25]([O:27][C:28]([CH3:31])([CH3:30])[CH3:29])=[O:26])[CH2:19]3)[C:12]([F:17])=[CH:13]2)=[C:8]([CH:33]2[CH2:35][CH2:34]2)[CH:7]=1)=[O:5])C.O[Li].O. (3) Given the product [C:25]([OH:27])(=[O:26])[C:22]([OH:24])=[O:23].[CH2:1]([N:8]([CH3:21])[CH2:9][CH2:10][CH:11]1[CH2:19][CH2:18][CH2:17][C:16]2[N:15]([CH3:20])[CH:14]=[CH:13][C:12]1=2)[C:2]1[CH:3]=[CH:4][CH:5]=[CH:6][CH:7]=1, predict the reactants needed to synthesize it. The reactants are: [CH2:1]([N:8]([CH3:21])[CH2:9][CH2:10][CH:11]1[CH2:19][CH2:18][CH2:17][C:16]2[N:15]([CH3:20])[CH:14]=[CH:13][C:12]1=2)[C:2]1[CH:7]=[CH:6][CH:5]=[CH:4][CH:3]=1.[C:22]([C:25]([OH:27])=[O:26])([OH:24])=[O:23].O.O. (4) The reactants are: CCN=C=N[CH2:6][CH2:7][CH2:8][N:9](C)C.Cl.N(C(OC(C)(C)C)=O)[C@H:14]([C:22]([OH:24])=[O:23])[CH2:15][C:16]1[CH:21]=[CH:20]C=CC=1.[Si:32]([O:39][CH2:40][CH2:41][C:42]([C:45]1[C:50]([CH3:51])=[CH:49][C:48]([CH3:52])=[CH:47][C:46]=1[C:53](=[O:63])C(C(OC(C)(C)C)=O)N)([CH3:44])[CH3:43])([C:35]([CH3:38])([CH3:37])[CH3:36])([CH3:34])[CH3:33]. Given the product [Si:32]([O:39][CH2:40][CH2:41][C:42]([C:45]1[C:50]([CH3:51])=[CH:49][C:48]([CH3:52])=[CH:47][C:46]=1[C:53](=[O:63])[C@H:8]([CH2:7][C:6]1[CH:20]=[CH:21][CH:16]=[CH:15][C:14]=1[C:22]([O:24][C:35]([CH3:38])([CH3:37])[CH3:36])=[O:23])[NH2:9])([CH3:43])[CH3:44])([C:35]([CH3:38])([CH3:37])[CH3:36])([CH3:33])[CH3:34], predict the reactants needed to synthesize it. (5) Given the product [Cl:1][C:2]1[CH:3]=[CH:4][C:5]([O:12][CH2:13][C:14]([N:16]2[CH2:21][C@H:20]([CH3:22])[N:19]([CH2:23][C:24]3[CH:25]=[CH:26][C:27]([F:30])=[CH:28][CH:29]=3)[CH2:18][C@H:17]2[CH3:31])=[O:15])=[C:6]([CH2:8][C:9]([NH:48][S:45]([CH3:44])(=[O:47])=[O:46])=[O:11])[CH:7]=1, predict the reactants needed to synthesize it. The reactants are: [Cl:1][C:2]1[CH:3]=[CH:4][C:5]([O:12][CH2:13][C:14]([N:16]2[CH2:21][C@H:20]([CH3:22])[N:19]([CH2:23][C:24]3[CH:29]=[CH:28][C:27]([F:30])=[CH:26][CH:25]=3)[CH2:18][C@H:17]2[CH3:31])=[O:15])=[C:6]([CH2:8][C:9]([OH:11])=O)[CH:7]=1.Cl.CN(C)CCCN=C=NCC.[CH3:44][S:45]([NH2:48])(=[O:47])=[O:46].C(N(CC)CC)C. (6) Given the product [CH3:29][C:14]1([S:16]([C:19]2[CH:24]=[CH:23][CH:22]=[C:21]([C:25]([F:26])([F:27])[F:28])[CH:20]=2)(=[O:17])=[O:18])[CH2:13][CH2:12][O:11][CH:10]([C:4]2[CH:3]=[C:2]([S:82][CH3:81])[CH:9]=[CH:8][C:5]=2[C:6]#[N:7])[CH2:15]1, predict the reactants needed to synthesize it. The reactants are: Br[C:2]1[CH:9]=[CH:8][C:5]([C:6]#[N:7])=[C:4]([CH:10]2[CH2:15][C:14]([CH3:29])([S:16]([C:19]3[CH:24]=[CH:23][CH:22]=[C:21]([C:25]([F:28])([F:27])[F:26])[CH:20]=3)(=[O:18])=[O:17])[CH2:13][CH2:12][O:11]2)[CH:3]=1.CCN(C(C)C)C(C)C.CC1(C)C2C(=C(P(C3C=CC=CC=3)C3C=CC=CC=3)C=CC=2)OC2C(P(C3C=CC=CC=3)C3C=CC=CC=3)=CC=CC1=2.[CH3:81][S-:82].[Na+]. (7) Given the product [Cl:1][C:2]1[CH:11]=[CH:10][C:9]([CH:12]2[CH2:16][CH2:15][CH:14]=[CH:13]2)=[CH:8][C:3]=1[C:4]([OH:6])=[O:5], predict the reactants needed to synthesize it. The reactants are: [Cl:1][C:2]1[CH:11]=[CH:10][C:9]([CH:12]2[CH2:16][CH2:15][CH:14]=[CH:13]2)=[CH:8][C:3]=1[C:4]([O:6]C)=[O:5].[OH-].[K+].